From a dataset of Full USPTO retrosynthesis dataset with 1.9M reactions from patents (1976-2016). Predict the reactants needed to synthesize the given product. (1) Given the product [CH2:1]([O:8][CH2:9][C@@H:10]1[CH2:14][C@@H:13]([C:15]2[C:19]3[N:20]=[CH:21][N:22]=[C:23]([NH:24][C@@H:25]4[C:33]5[C:28](=[CH:29][CH:30]=[CH:31][CH:32]=5)[CH2:27][CH2:26]4)[C:18]=3[S:17][CH:16]=2)[CH2:12][C@@H:11]1[O:34][C:61](=[O:62])[C:60]1[CH:59]=[CH:58][C:57]([N+:54]([O-:56])=[O:55])=[CH:65][CH:64]=1)[C:2]1[CH:3]=[CH:4][CH:5]=[CH:6][CH:7]=1, predict the reactants needed to synthesize it. The reactants are: [CH2:1]([O:8][CH2:9][C@@H:10]1[CH2:14][C@@H:13]([C:15]2[C:19]3[N:20]=[CH:21][N:22]=[C:23]([NH:24][C@@H:25]4[C:33]5[C:28](=[CH:29][CH:30]=[CH:31][CH:32]=5)[CH2:27][CH2:26]4)[C:18]=3[S:17][CH:16]=2)[CH2:12][C@H:11]1[OH:34])[C:2]1[CH:7]=[CH:6][CH:5]=[CH:4][CH:3]=1.C1C=CC(P(C2C=CC=CC=2)C2C=CC=CC=2)=CC=1.[N+:54]([C:57]1[CH:65]=[CH:64][C:60]([C:61](O)=[O:62])=[CH:59][CH:58]=1)([O-:56])=[O:55].N(C(OCC)=O)=NC(OCC)=O. (2) Given the product [C:12](=[O:13])([O:4][CH:2]([CH3:3])[CH3:1])[O:14][CH:15]([Cl:17])[CH3:16], predict the reactants needed to synthesize it. The reactants are: [CH3:1][CH:2]([OH:4])[CH3:3].N1C=CC=CC=1.Cl[C:12]([O:14][CH:15]([Cl:17])[CH3:16])=[O:13]. (3) Given the product [O:23]=[S:12]1(=[O:24])[C:13]2[C:18](=[CH:17][CH:16]=[CH:15][CH:14]=2)[C:19]2[C:10](=[C:9]3[C:22](=[CH:21][CH:20]=2)[C:5]([C:3]([NH2:25])=[O:2])=[CH:6][CH:7]=[N:8]3)[NH:11]1, predict the reactants needed to synthesize it. The reactants are: C[O:2][C:3]([C:5]1[C:22]2[C:9](=[C:10]3[C:19](=[CH:20][CH:21]=2)[C:18]2[C:13](=[CH:14][CH:15]=[CH:16][CH:17]=2)[S:12](=[O:24])(=[O:23])[NH:11]3)[N:8]=[CH:7][CH:6]=1)=O.[NH3:25]. (4) Given the product [CH3:11][O:10][C:8](=[O:9])[CH2:7][C:6]1[C:5]([CH3:20])=[N:2][NH:3][C:12]=1[C:14]1[CH:19]=[CH:18][CH:17]=[CH:16][N:15]=1, predict the reactants needed to synthesize it. The reactants are: O.[NH2:2][NH2:3].O=[C:5]([CH3:20])[CH:6]([C:12]([C:14]1[CH:19]=[CH:18][CH:17]=[CH:16][N:15]=1)=O)[CH2:7][C:8]([O:10][CH3:11])=[O:9].O. (5) The reactants are: [OH:1][CH2:2][C:3]12[C:11]([CH3:13])([CH3:12])[CH:8]([CH2:9][CH2:10]1)[C:6](=[O:7])[C:4]2=[O:5].[C:14]([C:18]1[CH:23]=C(C)C=C(C(C)(C)C)[C:19]=1[OH:29])(C)(C)C.C(N(CC)CC)C.C(Cl)(=O)C(C)=C. Given the product [C:19]([O:1][CH2:2][C:3]12[C:11]([CH3:13])([CH3:12])[CH:8]([CH2:9][CH2:10]1)[C:6](=[O:7])[C:4]2=[O:5])(=[O:29])[C:18]([CH3:23])=[CH2:14], predict the reactants needed to synthesize it.